This data is from Reaction yield outcomes from USPTO patents with 853,638 reactions. The task is: Predict the reaction yield, written as a fraction of the theoretical maximum amount of product (1.0 means a 100% yield; for example, 0.34 means a 34% yield). (1) The reactants are Cl[C:2]1[C:11]2[C:6](=[C:7]3[CH:15]=[CH:14][CH:13]=[CH:12][C:8]3=[CH:9][CH:10]=2)[N:5]=[CH:4][N:3]=1.O1CCCC1.[CH2:21]([Mg]Br)[CH:22]([CH3:24])[CH3:23].Cl. The catalyst is C/C(/[O-])=C\C(C)=O.C/C(/[O-])=C\C(C)=O.C/C(/[O-])=C\C(C)=O.[Fe+3].CN1CCCC1=O. The product is [CH2:21]([C:2]1[C:11]2[C:6](=[C:7]3[CH:15]=[CH:14][CH:13]=[CH:12][C:8]3=[CH:9][CH:10]=2)[N:5]=[CH:4][N:3]=1)[CH:22]([CH3:24])[CH3:23]. The yield is 0.240. (2) The reactants are [CH3:1][O:2][C:3]1[CH:8]=[CH:7][CH:6]=[CH:5][C:4]=1[C:9]1[C:17]2[C:12](=[N:13][CH:14]=[C:15]([C:18]3[CH:19]=[C:20]([CH:24]=[CH:25][CH:26]=3)[C:21]([OH:23])=O)[CH:16]=2)[NH:11][CH:10]=1.CN(C(ON1N=NC2C=CC=NC1=2)=[N+](C)C)C.F[P-](F)(F)(F)(F)F.[CH3:51][N:52]([CH3:57])[CH2:53][CH2:54][NH:55][CH3:56]. The catalyst is CN(C=O)C.CS(C)=O. The product is [CH3:51][N:52]([CH3:57])[CH2:53][CH2:54][N:55]([CH3:56])[C:21](=[O:23])[C:20]1[CH:24]=[CH:25][CH:26]=[C:18]([C:15]2[CH:16]=[C:17]3[C:9]([C:4]4[CH:5]=[CH:6][CH:7]=[CH:8][C:3]=4[O:2][CH3:1])=[CH:10][NH:11][C:12]3=[N:13][CH:14]=2)[CH:19]=1. The yield is 0.540. (3) The reactants are O=[C:2]1[CH2:22][CH2:21][C:5]2([CH2:10][CH2:9][N:8]([C:11]([O:13][CH2:14][C:15]3[CH:20]=[CH:19][CH:18]=[CH:17][CH:16]=3)=[O:12])[CH2:7][CH2:6]2)[CH:4]=[CH:3]1.[ClH:23].[C:24]([NH:28][NH2:29])([CH3:27])([CH3:26])[CH3:25]. The catalyst is C(O)C. The product is [ClH:23].[C:24]([NH:28]/[N:29]=[C:2]1/[CH:3]=[CH:4][C:5]2([CH2:21][CH2:22]/1)[CH2:10][CH2:9][N:8]([C:11]([O:13][CH2:14][C:15]1[CH:20]=[CH:19][CH:18]=[CH:17][CH:16]=1)=[O:12])[CH2:7][CH2:6]2)([CH3:27])([CH3:26])[CH3:25]. The yield is 0.990. (4) The reactants are [F:1][C:2]1[C:9]([F:10])=[CH:8][CH:7]=[CH:6][C:3]=1[CH:4]=[O:5].S(=O)(=O)(O)O.[N+:16]([O-])([OH:18])=[O:17]. No catalyst specified. The product is [F:1][C:2]1[C:9]([F:10])=[CH:8][C:7]([N+:16]([O-:18])=[O:17])=[CH:6][C:3]=1[CH:4]=[O:5]. The yield is 0.352. (5) The reactants are Cl.[C:2]([NH2:5])(=[NH:4])[CH3:3].C[O-].[Na+].[C:9]([C:11]1[CH:16]=[CH:15][CH:14]=[CH:13][C:12]=1[C:17]1[CH:22]=[CH:21][C:20]([CH2:23][CH:24]([C:29](=O)[CH2:30][CH2:31][CH2:32][CH3:33])[C:25](OC)=[O:26])=[C:19]([F:35])[CH:18]=1)#[N:10].O. The catalyst is CO. The product is [CH2:30]([C:29]1[N:4]=[C:2]([CH3:3])[NH:5][C:25](=[O:26])[C:24]=1[CH2:23][C:20]1[CH:21]=[CH:22][C:17]([C:12]2[C:11]([C:9]#[N:10])=[CH:16][CH:15]=[CH:14][CH:13]=2)=[CH:18][C:19]=1[F:35])[CH2:31][CH2:32][CH3:33]. The yield is 0.690. (6) The reactants are Cl[C:2]1[CH:3]=[CH:4][C:5]([N+:26]([O-:28])=[O:27])=[C:6]([CH:25]=1)[C:7]([NH:9][C:10]1[N:14]=[CH:13][N:12]([C:15]2[CH:20]=[CH:19][CH:18]=[C:17]([C:21]([F:24])([F:23])[F:22])[CH:16]=2)[N:11]=1)=[O:8].[NH:29]1[CH2:34][CH2:33][CH2:32][CH2:31][CH2:30]1. The catalyst is CN(C)C=O. The product is [N+:26]([C:5]1[CH:4]=[CH:3][C:2]([N:29]2[CH2:34][CH2:33][CH2:32][CH2:31][CH2:30]2)=[CH:25][C:6]=1[C:7]([NH:9][C:10]1[N:14]=[CH:13][N:12]([C:15]2[CH:20]=[CH:19][CH:18]=[C:17]([C:21]([F:24])([F:23])[F:22])[CH:16]=2)[N:11]=1)=[O:8])([O-:28])=[O:27]. The yield is 0.900. (7) The reactants are CCOCC.[OH:6][CH2:7][CH:8]1[CH2:13][CH2:12][N:11]([C:14]#[N:15])[CH2:10][CH2:9]1.[OH:16][NH:17][C:18](=N)[CH3:19].Cl. The catalyst is CCOC(C)=O.CCO.[Cl-].[Cl-].[Zn+2]. The product is [CH3:19][C:18]1[N:15]=[C:14]([N:11]2[CH2:12][CH2:13][CH:8]([CH2:7][OH:6])[CH2:9][CH2:10]2)[O:16][N:17]=1. The yield is 0.130.